Dataset: Catalyst prediction with 721,799 reactions and 888 catalyst types from USPTO. Task: Predict which catalyst facilitates the given reaction. (1) Reactant: [O:1]1[CH2:6][CH2:5][O:4][C:3]2[CH:7]=[C:8]([C:11]3([C:14]([OH:16])=O)[CH2:13][CH2:12]3)[CH:9]=[CH:10][C:2]1=2.S(Cl)(Cl)=O.[CH3:21][O:22][C:23]1[N:28]=[CH:27][C:26]([C:29]2[C:34]([CH3:35])=[CH:33][CH:32]=[C:31]([NH2:36])[N:30]=2)=[CH:25][C:24]=1[CH3:37].C(N(CC)CC)C. Product: [O:1]1[CH2:6][CH2:5][O:4][C:3]2[CH:7]=[C:8]([C:11]3([C:14]([NH:36][C:31]4[N:30]=[C:29]([C:26]5[CH:27]=[N:28][C:23]([O:22][CH3:21])=[C:24]([CH3:37])[CH:25]=5)[C:34]([CH3:35])=[CH:33][CH:32]=4)=[O:16])[CH2:12][CH2:13]3)[CH:9]=[CH:10][C:2]1=2. The catalyst class is: 139. (2) Reactant: [F:1][C:2]1[CH:3]=[C:4]([CH2:9][C:10]([NH:12][C@@H:13]([CH2:17][CH2:18][CH3:19])[C:14]([O-:16])=O)=[O:11])[CH:5]=[C:6]([F:8])[CH:7]=1.[CH2:20]([O:22][C:23](=[O:31])[C:24]1[CH:29]=[CH:28][C:27]([NH2:30])=[N:26][CH:25]=1)[CH3:21].C1C=CC2N(O)N=NC=2C=1.CCN=C=NCCCN(C)C.Cl.C(N(CC)CC)C. Product: [CH2:20]([O:22][C:23](=[O:31])[C:24]1[CH:29]=[CH:28][C:27]([NH:30][C:14](=[O:16])[CH:13]([NH:12][C:10](=[O:11])[CH2:9][C:4]2[CH:5]=[C:6]([F:8])[CH:7]=[C:2]([F:1])[CH:3]=2)[CH2:17][CH2:18][CH3:19])=[N:26][CH:25]=1)[CH3:21]. The catalyst class is: 2. (3) Reactant: [Cl:1][C:2]1[CH:7]=[CH:6][C:5]([C:8]2[N:9]=[C:10]([C:13]([OH:15])=O)[S:11][CH:12]=2)=[CH:4][CH:3]=1.C1N=CN(C(N2C=NC=C2)=O)C=1.[Cl:28][C:29]1[CH:36]=[C:35]([F:37])[CH:34]=[CH:33][C:30]=1[CH2:31][NH2:32]. Product: [Cl:28][C:29]1[CH:36]=[C:35]([F:37])[CH:34]=[CH:33][C:30]=1[CH2:31][NH:32][C:13]([C:10]1[S:11][CH:12]=[C:8]([C:5]2[CH:4]=[CH:3][C:2]([Cl:1])=[CH:7][CH:6]=2)[N:9]=1)=[O:15]. The catalyst class is: 1. (4) Product: [C:34]([C:19]1[C:18]([CH2:17][NH:16][C:14]([C@@H:9]2[CH2:10][C@@H:11]([F:13])[CH2:12][N:8]2[C:6]([O:5][C:1]([CH3:3])([CH3:2])[CH3:4])=[O:7])=[O:15])=[CH:23][C:22]([C:24]2[CH:25]=[CH:26][C:27]([C:30]([F:32])([F:31])[F:33])=[CH:28][CH:29]=2)=[N:21][CH:20]=1)(=[O:35])[NH2:40]. The catalyst class is: 7. Reactant: [C:1]([O:5][C:6]([N:8]1[CH2:12][C@H:11]([F:13])[CH2:10][C@H:9]1[C:14]([NH:16][CH2:17][C:18]1[CH:23]=[C:22]([C:24]2[CH:29]=[CH:28][C:27]([C:30]([F:33])([F:32])[F:31])=[CH:26][CH:25]=2)[N:21]=[CH:20][C:19]=1[C:34](O)=[O:35])=[O:15])=[O:7])([CH3:4])([CH3:3])[CH3:2].[NH4+].[Cl-].C[N:40](C(ON1N=NC2C=CC=NC1=2)=[N+](C)C)C.F[P-](F)(F)(F)(F)F.CCN(C(C)C)C(C)C. (5) Reactant: [F:1][C:2]1[CH:3]=[C:4]([CH:7]=[CH:8][C:9]=1[I:10])[C:5]#[N:6].C([O-])([O-])=[O:12].[K+].[K+].OO. Product: [F:1][C:2]1[CH:3]=[C:4]([CH:7]=[CH:8][C:9]=1[I:10])[C:5]([NH2:6])=[O:12]. The catalyst class is: 16. (6) Reactant: [C:1]([O:5][C:6](=[O:20])[CH2:7][C:8]1([CH2:16][N+:17]([O-])=O)[CH2:14][CH:13]2[CH:9]1[CH:10]=[C:11]([CH3:15])[CH2:12]2)([CH3:4])([CH3:3])[CH3:2].[Cl-].[NH4+]. Product: [C:1]([O:5][C:6](=[O:20])[CH2:7][C:8]1([CH2:16][NH2:17])[CH2:14][CH:13]2[CH:9]1[CH:10]=[C:11]([CH3:15])[CH2:12]2)([CH3:2])([CH3:4])[CH3:3]. The catalyst class is: 190. (7) Reactant: Cl.[CH3:2][O:3][C:4]1[CH:9]=[CH:8][C:7]([S:10]([NH:13][CH:14]([C:26]2[CH:31]=[CH:30][CH:29]=[CH:28][CH:27]=2)[C:15]([O:17][C@@H:18]2[CH:23]3[CH2:24][CH2:25][N:20]([CH2:21][CH2:22]3)[CH2:19]2)=[O:16])(=[O:12])=[O:11])=[CH:6][CH:5]=1.[Br:32][CH2:33][C:34]([C:36]1[CH:41]=[CH:40][CH:39]=[CH:38][CH:37]=1)=[O:35]. Product: [Br-:32].[CH3:2][O:3][C:4]1[CH:5]=[CH:6][C:7]([S:10]([NH:13][CH:14]([C:26]2[CH:31]=[CH:30][CH:29]=[CH:28][CH:27]=2)[C:15]([O:17][C@@H:18]2[CH:23]3[CH2:22][CH2:21][N+:20]([CH2:33][C:34](=[O:35])[C:36]4[CH:41]=[CH:40][CH:39]=[CH:38][CH:37]=4)([CH2:25][CH2:24]3)[CH2:19]2)=[O:16])(=[O:12])=[O:11])=[CH:8][CH:9]=1. The catalyst class is: 2. (8) Reactant: [Br:1][CH:2]1[CH2:23][CH2:22][C:5]2=[CH:6][C:7]3[C:8]4[CH:17]=[CH:16][C:15]([C:18](=[O:21])[CH2:19]Br)=[CH:14][C:9]=4[CH2:10][O:11][C:12]=3[CH:13]=[C:4]2[C:3]1=[O:24].[C:25]([O:29][C:30]([N:32]1[C@@H:36]([CH3:37])[CH2:35][CH2:34][C@H:33]1[C:38]([OH:40])=[O:39])=[O:31])([CH3:28])([CH3:27])[CH3:26].C([O-])([O-])=O.[K+].[K+]. Product: [CH3:37][C@@H:36]1[N:32]([C:30]([O:29][C:25]([CH3:26])([CH3:27])[CH3:28])=[O:31])[C@H:33]([C:38]([O:40][CH2:19][C:18]([C:15]2[CH:16]=[CH:17][C:8]3[C:7]4[CH:6]=[C:5]5[CH2:22][CH2:23][CH:2]([Br:1])[C:3](=[O:24])[C:4]5=[CH:13][C:12]=4[O:11][CH2:10][C:9]=3[CH:14]=2)=[O:21])=[O:39])[CH2:34][CH2:35]1. The catalyst class is: 4. (9) Reactant: [C:1]([O:5][C:6](=[O:25])[N:7]([CH2:9][C:10]1[CH:14]=[C:13](Br)[N:12]([S:16]([C:19]2[CH:20]=[N:21][CH:22]=[CH:23][CH:24]=2)(=[O:18])=[O:17])[CH:11]=1)[CH3:8])([CH3:4])([CH3:3])[CH3:2].[CH3:26][C:27]1[C:28](B(O)O)=[CH:29][S:30][CH:31]=1.C(=O)([O-])[O-].[Na+].[Na+]. Product: [CH3:8][N:7]([CH2:9][C:10]1[CH:14]=[C:13]([C:28]2[C:27]([CH3:26])=[CH:31][S:30][CH:29]=2)[N:12]([S:16]([C:19]2[CH:20]=[N:21][CH:22]=[CH:23][CH:24]=2)(=[O:18])=[O:17])[CH:11]=1)[C:6](=[O:25])[O:5][C:1]([CH3:4])([CH3:3])[CH3:2]. The catalyst class is: 73.